Dataset: Full USPTO retrosynthesis dataset with 1.9M reactions from patents (1976-2016). Task: Predict the reactants needed to synthesize the given product. Given the product [C:1]([CH:3]1[CH2:6][N:5]([C:7](=[O:44])[C@H:8]([NH:10][C:11]([C:13]2[C:21]3[C:16](=[N:17][CH:18]=[C:19]([C:22]4[N:23]=[C:24]([S:32]([CH3:35])(=[O:34])=[O:33])[N:25]5[CH:30]=[C:29]([F:31])[CH:28]=[CH:27][C:26]=45)[N:20]=3)[NH:15][CH:14]=2)=[O:12])[CH3:9])[CH2:4]1)#[N:2], predict the reactants needed to synthesize it. The reactants are: [C:1]([CH:3]1[CH2:6][N:5]([C:7](=[O:44])[C@H:8]([NH:10][C:11]([C:13]2[C:21]3[C:16](=[N:17][CH:18]=[C:19]([C:22]4[N:23]=[C:24]([S:32]([CH3:35])(=[O:34])=[O:33])[N:25]5[CH:30]=[C:29]([F:31])[CH:28]=[CH:27][C:26]=45)[N:20]=3)[N:15](COCC[Si](C)(C)C)[CH:14]=2)=[O:12])[CH3:9])[CH2:4]1)#[N:2].FC(F)(F)C(O)=O.